From a dataset of Full USPTO retrosynthesis dataset with 1.9M reactions from patents (1976-2016). Predict the reactants needed to synthesize the given product. (1) Given the product [C:8]([C:5]1[N:6]=[N:7][C:2]([NH:23][C@@H:24]2[CH2:29][CH2:28][O:27][CH2:26][C@@H:25]2[NH:30][C:31](=[O:37])[O:32][C:33]([CH3:35])([CH3:34])[CH3:36])=[CH:3][C:4]=1[NH:11][C:12]1[CH:17]=[CH:16][C:15]([CH:18]([CH3:20])[CH3:19])=[C:14]([O:21][CH3:22])[N:13]=1)(=[O:9])[NH2:10], predict the reactants needed to synthesize it. The reactants are: Cl[C:2]1[N:7]=[N:6][C:5]([C:8]([NH2:10])=[O:9])=[C:4]([NH:11][C:12]2[CH:17]=[CH:16][C:15]([CH:18]([CH3:20])[CH3:19])=[C:14]([O:21][CH3:22])[N:13]=2)[CH:3]=1.[NH2:23][C@@H:24]1[CH2:29][CH2:28][O:27][CH2:26][C@@H:25]1[NH:30][C:31](=[O:37])[O:32][C:33]([CH3:36])([CH3:35])[CH3:34]. (2) Given the product [NH2:1][C:2]1[CH:14]=[CH:13][C:5]([O:6][C@H:7]2[CH2:12][CH2:11][CH2:10][N:9]([CH2:22][C:23]3[CH:31]=[CH:30][C:26]4[O:27][CH2:28][O:29][C:25]=4[CH:24]=3)[CH2:8]2)=[CH:4][CH:3]=1, predict the reactants needed to synthesize it. The reactants are: [NH2:1][C:2]1[CH:14]=[CH:13][C:5]([O:6][C@H:7]2[CH2:12][CH2:11][CH2:10][NH:9][CH2:8]2)=[CH:4][CH:3]=1.C([O-])([O-])=O.[K+].[K+].Cl[CH2:22][C:23]1[CH:31]=[CH:30][C:26]2[O:27][CH2:28][O:29][C:25]=2[CH:24]=1. (3) Given the product [NH2:1][C:2]1[CH:10]=[CH:9][C:8]([Br:11])=[CH:7][C:3]=1[CH2:4][CH2:5][OH:6], predict the reactants needed to synthesize it. The reactants are: [NH2:1][C:2]1[CH:10]=[CH:9][CH:8]=[CH:7][C:3]=1[CH2:4][CH2:5][OH:6].[Br:11]Br. (4) Given the product [CH3:30][N:31]([CH3:56])[C:32](=[O:55])[O:33][CH:34]1[CH2:39][CH2:38][N:37]([C:40]2[CH:45]=[CH:44][C:43]([C:7]3[N:6]=[C:5]4[N:9]([CH2:22][O:23][CH2:24][CH2:25][Si:26]([CH3:29])([CH3:28])[CH3:27])[C:10]([O:12][C@@H:13]5[CH2:14][O:15][C@@H:16]6[C@H:20]([OH:21])[CH2:19][O:18][C@H:17]56)=[N:11][C:4]4=[CH:3][C:2]=3[Cl:1])=[CH:42][CH:41]=2)[CH2:36][CH2:35]1, predict the reactants needed to synthesize it. The reactants are: [Cl:1][C:2]1[CH:3]=[C:4]2[N:11]=[C:10]([O:12][C@H:13]3[C@H:17]4[O:18][CH2:19][C@@H:20]([OH:21])[C@H:16]4[O:15][CH2:14]3)[N:9]([CH2:22][O:23][CH2:24][CH2:25][Si:26]([CH3:29])([CH3:28])[CH3:27])[C:5]2=[N:6][C:7]=1I.[CH3:30][N:31]([CH3:56])[C:32](=[O:55])[O:33][CH:34]1[CH2:39][CH2:38][N:37]([C:40]2[CH:45]=[CH:44][C:43](B3OC(C)(C)C(C)(C)O3)=[CH:42][CH:41]=2)[CH2:36][CH2:35]1. (5) Given the product [C:9]([C:13]1[CH:14]=[CH:15][C:16](/[C:19](/[C:38]2[NH:43][C:42](=[O:44])[C:41]([CH2:45][CH3:46])=[CH:40][CH:39]=2)=[CH:20]\[C@H:21]2[CH2:25][CH2:24][C:23](=[O:26])[NH:22]2)=[CH:17][CH:18]=1)([CH3:12])([CH3:11])[CH3:10], predict the reactants needed to synthesize it. The reactants are: C1(OC)C=CC=CC=1.[C:9]([C:13]1[CH:18]=[CH:17][C:16](/[C:19](/[C:38]2[NH:43][C:42](=[O:44])[C:41]([CH2:45][CH3:46])=[CH:40][CH:39]=2)=[CH:20]\[C@H:21]2[CH2:25][CH2:24][C:23](=[O:26])[N:22]2CC2C=CC(OC)=CC=2OC)=[CH:15][CH:14]=1)([CH3:12])([CH3:11])[CH3:10]. (6) Given the product [CH2:16]1[CH:7]2[CH:8]([C:9](=[O:13])[NH:10][C:11]3[CH:12]=[C:3]([CH:2]=[O:1])[CH:4]=[CH:5][C:6]=32)[CH2:14][CH2:15]1, predict the reactants needed to synthesize it. The reactants are: [OH:1][CH2:2][C:3]1[CH:4]=[CH:5][C:6]2[CH:7]3[CH2:16][CH2:15][CH2:14][CH:8]3[C:9](=[O:13])[NH:10][C:11]=2[CH:12]=1.C[N+]1([O-])CCOCC1. (7) Given the product [Cl:25][C:14]1[CH:15]=[C:16]2[C:11](=[CH:12][CH:13]=1)[N:10]=[C:9]([N:26]1[CH2:27][CH2:28][CH2:29][CH2:30]1)[C:8]([C:6]([OH:7])=[O:5])=[C:17]2[C:18]1[CH:23]=[CH:22][CH:21]=[C:20]([Cl:24])[CH:19]=1, predict the reactants needed to synthesize it. The reactants are: C([O:5][C:6]([C:8]1[C:9]([N:26]2[CH2:30][CH2:29][CH2:28][CH2:27]2)=[N:10][C:11]2[C:16]([C:17]=1[C:18]1[CH:23]=[CH:22][CH:21]=[C:20]([Cl:24])[CH:19]=1)=[CH:15][C:14]([Cl:25])=[CH:13][CH:12]=2)=[O:7])(C)(C)C.Cl.